From a dataset of Reaction yield outcomes from USPTO patents with 853,638 reactions. Predict the reaction yield, written as a fraction of the theoretical maximum amount of product (1.0 means a 100% yield; for example, 0.34 means a 34% yield). (1) The reactants are [F:1][C:2]1[CH:3]=[CH:4][C:5]2[N:6]([C:8]([N:11]3[CH2:16][CH2:15][CH:14]([OH:17])[CH2:13][CH2:12]3)=[N:9][N:10]=2)[CH:7]=1.[H-].[Na+].[CH2:20](Br)[CH:21]=[CH2:22].O. The catalyst is C1COCC1.CCOC(C)=O.CO. The product is [CH2:22]([O:17][CH:14]1[CH2:15][CH2:16][N:11]([C:8]2[N:6]3[CH:7]=[C:2]([F:1])[CH:3]=[CH:4][C:5]3=[N:10][N:9]=2)[CH2:12][CH2:13]1)[CH:21]=[CH2:20]. The yield is 0.290. (2) The reactants are BrCCBr.C[Si](Cl)(C)C.[CH3:10][O:11][C:12](=[O:22])/[C:13](/I)=[CH:14]\[CH:15]1[CH2:20][CH2:19][CH2:18][CH2:17][CH2:16]1.C1(P(C2C=CC=CC=2)C2C=CC=CC=2)C=CC=CC=1.[CH3:42][S:43]([C:46]1[CH:51]=[CH:50][C:49](Br)=[CH:48][CH:47]=1)(=[O:45])=[O:44].[Cl-].[NH4+]. The catalyst is O1CCCC1.[Zn].C1C=CC(/C=C/C(/C=C/C2C=CC=CC=2)=O)=CC=1.C1C=CC(/C=C/C(/C=C/C2C=CC=CC=2)=O)=CC=1.[Pd]. The product is [CH3:10][O:11][C:12](=[O:22])/[C:13](/[C:49]1[CH:50]=[CH:51][C:46]([S:43]([CH3:42])(=[O:45])=[O:44])=[CH:47][CH:48]=1)=[CH:14]/[CH:15]1[CH2:20][CH2:19][CH2:18][CH2:17][CH2:16]1. The yield is 0.990. (3) The reactants are CC(OI1(OC(C)=O)(OC(C)=O)OC(=O)C2C=CC=CC1=2)=O.Cl[C:24]1[CH:25]=[C:26]([CH:30]=[CH:31][CH:32]=1)[CH2:27][CH2:28][OH:29].C(Cl)[Cl:34]. No catalyst specified. The product is [Cl:34][C:32]1[CH:31]=[CH:30][C:26]([CH2:27][CH:28]=[O:29])=[CH:25][CH:24]=1. The yield is 0.880. (4) The reactants are [NH2:1][C:2]1[CH:7]=[CH:6][C:5]([C:8]2[CH:13]=[CH:12][CH:11]=[CH:10][CH:9]=2)=[CH:4][CH:3]=1.Br[C:15]1[CH:20]=[CH:19][C:18]([C:21]2[CH:26]=[CH:25][CH:24]=[C:23]([C:27]3[CH:32]=[CH:31][CH:30]=[CH:29][CH:28]=3)[CH:22]=2)=[CH:17][CH:16]=1.CC(C)([O-])C.[Na+]. The product is [C:5]1([C:8]2[CH:13]=[CH:12][CH:11]=[CH:10][CH:9]=2)[CH:4]=[CH:3][C:2]([NH:1][C:30]2[CH:29]=[CH:28][C:27]([C:23]3[CH:24]=[CH:25][CH:26]=[C:21]([C:18]4[CH:19]=[CH:20][CH:15]=[CH:16][CH:17]=4)[CH:22]=3)=[CH:32][CH:31]=2)=[CH:7][CH:6]=1. The catalyst is C1(C)C=CC=CC=1.C1C=CC(/C=C/C(/C=C/C2C=CC=CC=2)=O)=CC=1.C1C=CC(/C=C/C(/C=C/C2C=CC=CC=2)=O)=CC=1.C1C=CC(/C=C/C(/C=C/C2C=CC=CC=2)=O)=CC=1.[Pd].[Pd].C(P(C(C)(C)C)C(C)(C)C)(C)(C)C. The yield is 0.730. (5) The reactants are [F:1][C:2]1[C:3]2[CH2:4][CH:5]3[C:14](=[N:15]O)[CH:8]([CH2:9][C:10]=2[CH:11]=[CH:12][CH:13]=1)[CH2:7][CH2:6]3. The catalyst is CC(O)=O.[OH-].[Na+].[Pt](=O)=O. The product is [F:1][C:2]1[C:3]2[CH2:4][CH:5]3[CH:14]([NH2:15])[CH:8]([CH2:9][C:10]=2[CH:11]=[CH:12][CH:13]=1)[CH2:7][CH2:6]3. The yield is 0.950.